This data is from Reaction yield outcomes from USPTO patents with 853,638 reactions. The task is: Predict the reaction yield, written as a fraction of the theoretical maximum amount of product (1.0 means a 100% yield; for example, 0.34 means a 34% yield). (1) The reactants are [CH2:1]([O:3][C:4](=[O:14])[CH2:5][CH2:6][CH2:7][CH2:8][CH2:9][S:10]([O-])(=[O:12])=[O:11])[CH3:2].[Na+].P(Cl)(Cl)(Cl)(Cl)[Cl:17]. No catalyst specified. The product is [Cl:17][S:10]([CH2:9][CH2:8][CH2:7][CH2:6][CH2:5][C:4]([O:3][CH2:1][CH3:2])=[O:14])(=[O:12])=[O:11]. The yield is 0.610. (2) The reactants are [CH3:1][C:2]1[CH:3]=[C:4]([NH:13][C:14]2[N:19]=[C:18]([C:20]([F:23])([F:22])[F:21])[CH:17]=[CH:16][N:15]=2)[CH:5]=[C:6]([C:8]2[S:12][CH:11]=[N:10][CH:9]=2)[CH:7]=1.[Li+].CC([N-]C(C)C)C.[F:32][C:33]([F:40])([F:39])[C:34]([O:36]CC)=[O:35]. The catalyst is C1COCC1. The product is [F:32][C:33]([F:40])([F:39])[C:34]([C:11]1[S:12][C:8]([C:6]2[CH:5]=[C:4]([NH:13][C:14]3[N:19]=[C:18]([C:20]([F:21])([F:23])[F:22])[CH:17]=[CH:16][N:15]=3)[CH:3]=[C:2]([CH3:1])[CH:7]=2)=[CH:9][N:10]=1)([OH:36])[OH:35]. The yield is 0.770. (3) The product is [OH:22][C:2]1[CH:3]=[C:4]([NH:17][C:18](=[O:20])[CH3:19])[CH:5]=[CH:6][C:7]=1[C:8]([CH3:16])([CH3:15])[CH2:9][O:10][CH2:11][CH2:12][O:13][CH3:14]. The reactants are N[C:2]1[CH:3]=[C:4]([NH:17][C:18](=[O:20])[CH3:19])[CH:5]=[CH:6][C:7]=1[C:8]([CH3:16])([CH3:15])[CH2:9][O:10][CH2:11][CH2:12][O:13][CH3:14].N([O-])=[O:22].[Na+]. The catalyst is OS(O)(=O)=O. The yield is 0.380. (4) The reactants are [F:1][C:2]1[CH:24]=[CH:23][C:5]([O:6][C:7]2[CH:8]=[C:9]3[C:13](=[CH:14][C:15]=2[C:16]([NH2:18])=[O:17])[N:12]([CH2:19][CH:20]([CH3:22])[CH3:21])[N:11]=[CH:10]3)=[CH:4][CH:3]=1.[C:25](N1C=CN=C1)([N:27]1[CH:31]=[CH:30]N=[CH:28]1)=O. The catalyst is C1COCC1. The product is [CH3:25][N:27]([CH3:28])[CH2:31][CH2:30][NH:18][C:16]([C:15]1[CH:14]=[C:13]2[C:9]([CH:10]=[N:11][N:12]2[CH2:19][CH:20]([CH3:22])[CH3:21])=[CH:8][C:7]=1[O:6][C:5]1[CH:23]=[CH:24][C:2]([F:1])=[CH:3][CH:4]=1)=[O:17]. The yield is 0.580. (5) The reactants are Cl.[Br:2][C:3]1[CH:8]=[CH:7][CH:6]=[CH:5][C:4]=1[CH2:9][C:10]([CH:12]1[CH2:17][CH2:16][NH:15][CH2:14][CH2:13]1)=[O:11].[C:18]([O:22][C:23](O[C:23]([O:22][C:18]([CH3:21])([CH3:20])[CH3:19])=[O:24])=[O:24])([CH3:21])([CH3:20])[CH3:19].O.C(OCC)(=O)C. The catalyst is [OH-].[Na+].O1CCCC1. The product is [C:18]([O:22][C:23]([N:15]1[CH2:14][CH2:13][CH:12]([C:10](=[O:11])[CH2:9][C:4]2[CH:5]=[CH:6][CH:7]=[CH:8][C:3]=2[Br:2])[CH2:17][CH2:16]1)=[O:24])([CH3:21])([CH3:20])[CH3:19]. The yield is 0.940.